From a dataset of Catalyst prediction with 721,799 reactions and 888 catalyst types from USPTO. Predict which catalyst facilitates the given reaction. (1) Reactant: [Br:1][C:2]1[CH:3]=[C:4]([C:10]([F:13])([F:12])[F:11])[C:5]([S:8][CH3:9])=[N:6][CH:7]=1.C1C=C(Cl)C=C(C(OO)=[O:22])C=1.[OH-:25].[Na+]. Product: [Br:1][C:2]1[CH:3]=[C:4]([C:10]([F:13])([F:12])[F:11])[C:5]([S:8]([CH3:9])(=[O:22])=[O:25])=[N:6][CH:7]=1. The catalyst class is: 2. (2) Reactant: [CH3:1][C:2]1[CH:11]=[C:10]([CH2:12][O:13][C:14]2[CH:19]=[CH:18][C:17]([S:20]([NH:23][C@@H:24]3[CH2:29][CH2:28][CH2:27][CH2:26][C@H:25]3[C:30]([O:32][C:33]([CH3:36])([CH3:35])[CH3:34])=[O:31])(=[O:22])=[O:21])=[CH:16][CH:15]=2)[C:9]2[C:4](=[CH:5][CH:6]=[CH:7][CH:8]=2)[N:3]=1.[C:37](=O)([O-])[O-].[K+].[K+].IC. Product: [CH3:37][N:23]([S:20]([C:17]1[CH:16]=[CH:15][C:14]([O:13][CH2:12][C:10]2[C:9]3[C:4](=[CH:5][CH:6]=[CH:7][CH:8]=3)[N:3]=[C:2]([CH3:1])[CH:11]=2)=[CH:19][CH:18]=1)(=[O:22])=[O:21])[C@@H:24]1[CH2:29][CH2:28][CH2:27][CH2:26][C@H:25]1[C:30]([O:32][C:33]([CH3:36])([CH3:35])[CH3:34])=[O:31]. The catalyst class is: 9. (3) Reactant: [CH2:1]([NH:3][C:4]([NH:6][C:7]1[CH:12]=[C:11]([C:13]2[CH:14]=[N:15][CH:16]=[C:17]([F:19])[CH:18]=2)[CH:10]=[CH:9][N:8]=1)=[O:5])[CH3:2].[Br:20]NC(=O)CCC(N)=O. Product: [Br:20][C:10]1[C:11]([C:13]2[CH:14]=[N:15][CH:16]=[C:17]([F:19])[CH:18]=2)=[CH:12][C:7]([NH:6][C:4]([NH:3][CH2:1][CH3:2])=[O:5])=[N:8][CH:9]=1. The catalyst class is: 3. (4) Reactant: [C:1]([C:5]1[CH:10]=[CH:9][C:8]([C:11]2[CH:16]=[C:15](Cl)[N:14]=[CH:13][N:12]=2)=[CH:7][CH:6]=1)([CH3:4])([CH3:3])[CH3:2].[OH:18][C:19]1[CH:28]=[C:27]2[C:22]([CH:23]=[CH:24][CH:25]=[N:26]2)=[CH:21][CH:20]=1.[H-].[Na+]. Product: [C:1]([C:5]1[CH:10]=[CH:9][C:8]([C:11]2[N:12]=[CH:13][N:14]=[C:15]([O:18][C:19]3[CH:28]=[C:27]4[C:22]([CH:23]=[CH:24][CH:25]=[N:26]4)=[CH:21][CH:20]=3)[CH:16]=2)=[CH:7][CH:6]=1)([CH3:4])([CH3:3])[CH3:2]. The catalyst class is: 3. (5) Reactant: C([O:3][C:4](=[O:31])[C:5]([NH:9][C:10]([C:12]1[CH:21]=[C:20]([Cl:22])[C:19]2[C:14](=[CH:15][CH:16]=[CH:17][CH:18]=2)[C:13]=1[O:23][CH2:24][CH:25]1[CH2:30][CH2:29][NH:28][CH2:27][CH2:26]1)=[O:11])([CH3:8])[CH2:6][CH3:7])C.CO.[OH-].[Na+]. Product: [Cl:22][C:20]1[C:19]2[C:14](=[CH:15][CH:16]=[CH:17][CH:18]=2)[C:13]([O:23][CH2:24][CH:25]2[CH2:30][CH2:29][NH:28][CH2:27][CH2:26]2)=[C:12]([C:10]([NH:9][C:5]([CH3:8])([CH2:6][CH3:7])[C:4]([OH:31])=[O:3])=[O:11])[CH:21]=1. The catalyst class is: 1. (6) Reactant: [F:1][C:2]1[CH:10]=[C:9]2[C:5]([CH:6]=[CH:7][N:8]2[S:11]([C:14]2[CH:19]=[CH:18][CH:17]=[CH:16][CH:15]=2)(=[O:13])=[O:12])=[CH:4][C:3]=1[O:20][CH2:21][CH2:22][NH2:23].C(N(CC)CC)C.[C:31](Cl)(=[O:33])[CH3:32]. Product: [F:1][C:2]1[CH:10]=[C:9]2[C:5]([CH:6]=[CH:7][N:8]2[S:11]([C:14]2[CH:19]=[CH:18][CH:17]=[CH:16][CH:15]=2)(=[O:12])=[O:13])=[CH:4][C:3]=1[O:20][CH2:21][CH2:22][NH:23][C:31](=[O:33])[CH3:32]. The catalyst class is: 172.